From a dataset of Full USPTO retrosynthesis dataset with 1.9M reactions from patents (1976-2016). Predict the reactants needed to synthesize the given product. (1) Given the product [CH3:1][O:2][C:3]([C:5]1[N:15]([CH2:27][C:26]2[CH:29]=[CH:30][CH:31]=[CH:32][C:25]=2[F:24])[C:8]2=[CH:9][N:10]=[C:11]([O:13][CH3:14])[CH:12]=[C:7]2[C:6]=1[C:16]1[C:17]([O:22][CH3:23])=[N:18][CH:19]=[CH:20][CH:21]=1)=[O:4], predict the reactants needed to synthesize it. The reactants are: [CH3:1][O:2][C:3]([C:5]1[NH:15][C:8]2=[CH:9][N:10]=[C:11]([O:13][CH3:14])[CH:12]=[C:7]2[C:6]=1[C:16]1[C:17]([O:22][CH3:23])=[N:18][CH:19]=[CH:20][CH:21]=1)=[O:4].[F:24][C:25]1[CH:32]=[CH:31][CH:30]=[CH:29][C:26]=1[CH2:27]Cl.C(=O)([O-])[O-].[Cs+].[Cs+].C(OCC)(=O)C. (2) The reactants are: [CH:1]([Mg]Cl)([CH3:3])[CH3:2].[Br:6][C:7]1[CH:16]=[C:15]2[C:10]([C:11]([CH3:19])([CH3:18])[CH2:12][CH2:13][C:14]2=[O:17])=[CH:9][C:8]=1[CH3:20].C(O)(=O)C. Given the product [Br:6][C:7]1[CH:16]=[C:15]2[C:10]([C:11]([CH3:18])([CH3:19])[CH2:12][CH2:13][C:14]2([CH:1]([CH3:3])[CH3:2])[OH:17])=[CH:9][C:8]=1[CH3:20], predict the reactants needed to synthesize it. (3) Given the product [CH3:1][O:2][C:3]([C:5]1[C:6]2[CH2:7][C:8]([CH3:24])([CH3:23])[CH:9]([C:16]3[CH:21]=[CH:20][CH:19]=[C:18]([N:25]4[CH2:30][CH2:29][O:28][CH2:27][CH2:26]4)[CH:17]=3)[NH:10][C:11]=2[CH:12]=[C:13]([Cl:15])[CH:14]=1)=[O:4], predict the reactants needed to synthesize it. The reactants are: [CH3:1][O:2][C:3]([C:5]1[C:6]2[CH2:7][C:8]([CH3:24])([CH3:23])[CH:9]([C:16]3[CH:21]=[CH:20][CH:19]=[C:18](Br)[CH:17]=3)[NH:10][C:11]=2[CH:12]=[C:13]([Cl:15])[CH:14]=1)=[O:4].[NH:25]1[CH2:30][CH2:29][O:28][CH2:27][CH2:26]1.Cl.CN(C)CC(O)=O.C(=O)([O-])[O-].[K+].[K+]. (4) The reactants are: [C:1]1([CH3:11])[CH:6]=[CH:5][C:4]([S:7](Cl)(=[O:9])=[O:8])=[CH:3][CH:2]=1.[NH2:12][C:13]1[C:14]2[C:21]([I:22])=[CH:20][N:19]([C@@H:23]3[CH2:26][C@H:25]([CH2:27][OH:28])[CH2:24]3)[C:15]=2[N:16]=[CH:17][N:18]=1. Given the product [NH2:12][C:13]1[C:14]2[C:21]([I:22])=[CH:20][N:19]([C@@H:23]3[CH2:24][C@H:25]([CH2:27][O:28][S:7]([C:4]4[CH:5]=[CH:6][C:1]([CH3:11])=[CH:2][CH:3]=4)(=[O:9])=[O:8])[CH2:26]3)[C:15]=2[N:16]=[CH:17][N:18]=1, predict the reactants needed to synthesize it. (5) Given the product [C:29]([C:22]1[CH:23]=[C:24]([CH2:27][CH3:28])[CH:25]=[CH:26][C:21]=1[O:20][CH:18]([CH3:19])[CH2:17][CH2:16][O:15][C:11]1[CH:10]=[C:9]([CH:14]=[CH:13][CH:12]=1)[O:8][C:5]([CH3:6])([CH3:7])[C:4]([OH:37])=[O:3])(=[O:36])[C:30]1[CH:31]=[CH:32][CH:33]=[CH:34][CH:35]=1, predict the reactants needed to synthesize it. The reactants are: C([O:3][C:4](=[O:37])[C:5]([O:8][C:9]1[CH:14]=[CH:13][CH:12]=[C:11]([O:15][CH2:16][CH2:17][CH:18]([O:20][C:21]2[CH:26]=[CH:25][C:24]([CH2:27][CH3:28])=[CH:23][C:22]=2[C:29](=[O:36])[C:30]2[CH:35]=[CH:34][CH:33]=[CH:32][CH:31]=2)[CH3:19])[CH:10]=1)([CH3:7])[CH3:6])C. (6) The reactants are: [C:1]([C:3]1[C:4]([C:17]2[CH:22]=[CH:21][C:20]([Cl:23])=[CH:19][C:18]=2[Cl:24])=[C:5]([C:14]([NH2:16])=[O:15])[S:6][C:7]=1[N:8]1[CH2:13][CH2:12][O:11][CH2:10][CH2:9]1)#[N:2].CO[CH:27](OC)[N:28]([CH3:30])[CH3:29]. Given the product [C:1]([C:3]1[C:4]([C:17]2[CH:22]=[CH:21][C:20]([Cl:23])=[CH:19][C:18]=2[Cl:24])=[C:5]([C:14]([N:16]=[CH:27][N:28]([CH3:30])[CH3:29])=[O:15])[S:6][C:7]=1[N:8]1[CH2:9][CH2:10][O:11][CH2:12][CH2:13]1)#[N:2], predict the reactants needed to synthesize it. (7) Given the product [Cl:35][C:32]1[CH:33]=[CH:34][C:29]([CH:17]2[C:12]3[N:13]([CH:14]([CH3:15])[CH3:16])[C:9]([C:7]4[CH:8]=[C:3]([CH:4]=[CH:5][C:6]=4[O:37][CH3:38])[CH2:2][NH:1][C:44]([CH2:43][O:42][C:39](=[O:41])[CH3:40])=[O:45])=[N:10][C:11]=3[C:19](=[O:20])[N:18]2[C:21]2[CH:26]=[C:25]([Cl:27])[CH:24]=[CH:23][C:22]=2[CH3:28])=[C:30]([CH3:36])[CH:31]=1, predict the reactants needed to synthesize it. The reactants are: [NH2:1][CH2:2][C:3]1[CH:4]=[CH:5][C:6]([O:37][CH3:38])=[C:7]([C:9]2[N:13]([CH:14]([CH3:16])[CH3:15])[C:12]3[CH:17]([C:29]4[CH:34]=[CH:33][C:32]([Cl:35])=[CH:31][C:30]=4[CH3:36])[N:18]([C:21]4[CH:26]=[C:25]([Cl:27])[CH:24]=[CH:23][C:22]=4[CH3:28])[C:19](=[O:20])[C:11]=3[N:10]=2)[CH:8]=1.[C:39]([O:42][CH2:43][C:44](Cl)=[O:45])(=[O:41])[CH3:40]. (8) Given the product [CH:1]([CH:14]1[CH2:15][CH2:16][N:17]([C:20]2[CH:25]=[CH:24][C:23]([NH:26][C:35]([NH:34][C:33]3[C:29]([CH3:28])=[N:30][O:31][C:32]=3[CH3:37])=[O:36])=[CH:22][C:21]=2[F:27])[CH2:18][CH2:19]1)([C:8]1[CH:13]=[CH:12][CH:11]=[CH:10][CH:9]=1)[C:2]1[CH:7]=[CH:6][CH:5]=[CH:4][CH:3]=1, predict the reactants needed to synthesize it. The reactants are: [CH:1]([CH:14]1[CH2:19][CH2:18][N:17]([C:20]2[CH:25]=[CH:24][C:23]([NH2:26])=[CH:22][C:21]=2[F:27])[CH2:16][CH2:15]1)([C:8]1[CH:13]=[CH:12][CH:11]=[CH:10][CH:9]=1)[C:2]1[CH:7]=[CH:6][CH:5]=[CH:4][CH:3]=1.[CH3:28][C:29]1[C:33]([N:34]=[C:35]=[O:36])=[C:32]([CH3:37])[O:31][N:30]=1.